Task: Regression. Given a peptide amino acid sequence and an MHC pseudo amino acid sequence, predict their binding affinity value. This is MHC class II binding data.. Dataset: Peptide-MHC class II binding affinity with 134,281 pairs from IEDB (1) The peptide sequence is LYKYKVVKIEPLGVAPTKAK. The MHC is HLA-DPA10103-DPB10301 with pseudo-sequence HLA-DPA10103-DPB10301. The binding affinity (normalized) is 0.436. (2) The peptide sequence is GKKKYKLKHIVWASREL. The MHC is DRB1_0401 with pseudo-sequence DRB1_0401. The binding affinity (normalized) is 0.593. (3) The peptide sequence is LMDVVYSIALHPIDE. The MHC is DRB1_0901 with pseudo-sequence DRB1_0901. The binding affinity (normalized) is 0.657. (4) The peptide sequence is VFVIREPFISCSHLE. The MHC is DRB5_0101 with pseudo-sequence DRB5_0101. The binding affinity (normalized) is 0.451. (5) The peptide sequence is NIWADDLAASLSTLE. The MHC is DRB1_0701 with pseudo-sequence DRB1_0701. The binding affinity (normalized) is 0.514. (6) The peptide sequence is TDDNEEPIAAYHFDL. The MHC is HLA-DQA10301-DQB10302 with pseudo-sequence HLA-DQA10301-DQB10302. The binding affinity (normalized) is 0.318. (7) The peptide sequence is MDYFIRMWNQAALAM. The MHC is HLA-DQA10501-DQB10301 with pseudo-sequence HLA-DQA10501-DQB10301. The binding affinity (normalized) is 0.432. (8) The peptide sequence is GKANRGKMDVSGVQA. The MHC is HLA-DPA10103-DPB10301 with pseudo-sequence HLA-DPA10103-DPB10301. The binding affinity (normalized) is 0.215. (9) The peptide sequence is RDIFLSQHHPSSLLL. The MHC is DRB1_0701 with pseudo-sequence DRB1_0701. The binding affinity (normalized) is 0.882.